From a dataset of Full USPTO retrosynthesis dataset with 1.9M reactions from patents (1976-2016). Predict the reactants needed to synthesize the given product. (1) The reactants are: [NH2:1][C:2]1[CH:7]=[CH:6][CH:5]=[CH:4][C:3]=1[NH:8][C:9](=[O:28])[C:10]1[CH:15]=[CH:14][C:13]([CH2:16][N:17]2[CH2:25][C:24]3[C:19](=[CH:20][CH:21]=[CH:22][C:23]=3Br)[C:18]2=[O:27])=[CH:12][CH:11]=1.[C:29]([NH:32][C:33]1[CH:34]=[C:35](B(O)O)[CH:36]=[CH:37][CH:38]=1)(=[O:31])[CH3:30]. Given the product [NH2:1][C:2]1[CH:7]=[CH:6][CH:5]=[CH:4][C:3]=1[NH:8][C:9](=[O:28])[C:10]1[CH:15]=[CH:14][C:13]([CH2:16][N:17]2[CH2:25][C:24]3[C:19](=[CH:20][CH:21]=[CH:22][C:23]=3[C:37]3[CH:36]=[CH:35][CH:34]=[C:33]([NH:32][C:29](=[O:31])[CH3:30])[CH:38]=3)[C:18]2=[O:27])=[CH:12][CH:11]=1, predict the reactants needed to synthesize it. (2) Given the product [CH3:16][O:17][C:18]1[N:19]=[N:20][CH:21]=[CH:22][C:23]=1[Sn:28]([CH2:30][CH2:31][CH2:32][CH3:33])([CH2:34][CH2:35][CH2:36][CH3:37])[CH2:24][CH2:25][CH2:26][CH3:27], predict the reactants needed to synthesize it. The reactants are: CC1(C)CCCC(C)(C)N1.[Li]CCCC.[CH3:16][O:17][C:18]1[N:19]=[N:20][CH:21]=[CH:22][CH:23]=1.[CH2:24]([Sn:28]([CH2:34][CH2:35][CH2:36][CH3:37])([CH2:30][CH2:31][CH2:32][CH3:33])Cl)[CH2:25][CH2:26][CH3:27].[NH4+].[Cl-]. (3) Given the product [CH2:13]([N:10]1[CH2:11][CH2:12][C:7]2([C:20]3[C:21](=[N:22][CH:23]=[CH:24][CH:25]=3)[CH2:5][O:6]2)[CH2:8][CH2:9]1)[C:14]1[CH:15]=[CH:16][CH:17]=[CH:18][CH:19]=1, predict the reactants needed to synthesize it. The reactants are: C(O[CH:5]1[C:21]2=[N:22][CH:23]=[CH:24][CH:25]=[C:20]2[C:7]2([CH2:12][CH2:11][N:10]([CH2:13][C:14]3[CH:19]=[CH:18][CH:17]=[CH:16][CH:15]=3)[CH2:9][CH2:8]2)[O:6]1)(=O)C.C([SiH](CC)CC)C.B(F)(F)F.CCOCC. (4) Given the product [CH2:1]([N:8]1[C:12]2=[N:13][C:14]3[C:19]([C:20]([NH2:21])=[C:11]2[CH2:10][CH2:9]1)=[CH:18][C:17]([C:33]1[CH:34]=[CH:35][C:30]([CH3:29])=[CH:31][CH:32]=1)=[CH:16][CH:15]=3)[C:2]1[CH:7]=[CH:6][CH:5]=[CH:4][CH:3]=1, predict the reactants needed to synthesize it. The reactants are: [CH2:1]([N:8]1[C:12]2=[N:13][C:14]3[C:19]([C:20]([NH2:21])=[C:11]2[CH2:10][CH2:9]1)=[CH:18][C:17](Br)=[CH:16][CH:15]=3)[C:2]1[CH:7]=[CH:6][CH:5]=[CH:4][CH:3]=1.C(=O)([O-])[O-].[Na+].[Na+].[CH3:29][C:30]1[CH:35]=[CH:34][C:33](B(O)O)=[CH:32][CH:31]=1. (5) The reactants are: Br[CH2:2][CH2:3][O:4][CH2:5][CH2:6][O:7][C:8]1[CH:17]=[C:16]2[C:11]([C:12]([NH:18][C:19]3[CH:24]=[CH:23][C:22]([Cl:25])=[CH:21][C:20]=3[F:26])=[N:13][CH:14]=[N:15]2)=[CH:10][C:9]=1[O:27][CH3:28].[NH:29]1[CH2:33][CH2:32][CH2:31][CH2:30]1. Given the product [ClH:25].[Cl:25][C:22]1[CH:23]=[CH:24][C:19]([NH:18][C:12]2[C:11]3[C:16](=[CH:17][C:8]([O:7][CH2:6][CH2:5][O:4][CH2:3][CH2:2][N:29]4[CH2:33][CH2:32][CH2:31][CH2:30]4)=[C:9]([O:27][CH3:28])[CH:10]=3)[N:15]=[CH:14][N:13]=2)=[C:20]([F:26])[CH:21]=1, predict the reactants needed to synthesize it.